From a dataset of Reaction yield outcomes from USPTO patents with 853,638 reactions. Predict the reaction yield, written as a fraction of the theoretical maximum amount of product (1.0 means a 100% yield; for example, 0.34 means a 34% yield). (1) The reactants are Br[C:2]1[CH:3]=[C:4]([S:8]([NH:11][C:12]2[CH:17]=[CH:16][C:15]([CH3:18])=[CH:14][C:13]=2[S:19]([NH2:22])(=[O:21])=[O:20])(=[O:10])=[O:9])[CH:5]=[CH:6][CH:7]=1.[Cl:23][C:24]1[CH:25]=[C:26](B(O)O)[CH:27]=[CH:28][C:29]=1[Cl:30].C1(P(C2CCCCC2)C2CCCCC2)CCCCC1.P([O-])([O-])([O-])=O.[K+].[K+].[K+]. The catalyst is CN(C=O)C.Cl.CC([O-])=O.CC([O-])=O.[Pd+2]. The product is [Cl:23][C:24]1[CH:25]=[C:26]([C:2]2[CH:3]=[C:4]([S:8]([NH:11][C:12]3[CH:17]=[CH:16][C:15]([CH3:18])=[CH:14][C:13]=3[S:19]([NH2:22])(=[O:21])=[O:20])(=[O:10])=[O:9])[CH:5]=[CH:6][CH:7]=2)[CH:27]=[CH:28][C:29]=1[Cl:30]. The yield is 0.510. (2) The reactants are [CH:1]1([N:7]=[C:8]=[O:9])[CH2:6][CH2:5][CH2:4][CH2:3][CH2:2]1.[OH:10][CH2:11][C:12]1[N:16]2[C:17](=[O:33])[N:18]([CH:20]3[CH2:25][CH2:24][N:23]([C:26]([O:28][C:29]([CH3:32])([CH3:31])[CH3:30])=[O:27])[CH2:22][CH2:21]3)[CH2:19][C:15]2=[CH:14][N:13]=1.ClCCl. The catalyst is C1COCC1. The product is [CH:1]1([NH:7][C:8]([O:10][CH2:11][C:12]2[N:16]3[C:17](=[O:33])[N:18]([CH:20]4[CH2:21][CH2:22][N:23]([C:26]([O:28][C:29]([CH3:31])([CH3:30])[CH3:32])=[O:27])[CH2:24][CH2:25]4)[CH2:19][C:15]3=[CH:14][N:13]=2)=[O:9])[CH2:6][CH2:5][CH2:4][CH2:3][CH2:2]1. The yield is 0.990.